This data is from Full USPTO retrosynthesis dataset with 1.9M reactions from patents (1976-2016). The task is: Predict the reactants needed to synthesize the given product. (1) Given the product [Cl:1][C:2]1[N:3]=[CH:4][C:5]([CH2:6][OH:7])=[C:11]([NH:13][CH2:14][CH3:15])[CH:12]=1.[Cl:1][C:2]1[CH:12]=[C:11]([NH:13][CH2:14][CH3:15])[C:5]([CH:6]=[O:7])=[CH:4][N:3]=1, predict the reactants needed to synthesize it. The reactants are: [Cl:1][C:2]1[CH:12]=[C:11]([NH:13][CH2:14][CH3:15])[C:5]([C:6](OCC)=[O:7])=[CH:4][N:3]=1.[BH4-].[Li+]. (2) Given the product [O:22]=[C:19]1[N:18]([C:23]2[CH:28]=[CH:27][CH:26]=[CH:25][CH:24]=2)[C:16]2[N:17]=[C:12]([NH:5][S:2]([CH3:1])(=[O:4])=[O:3])[N:13]=[C:14]([C:29]3[CH:34]=[CH:33][CH:32]=[CH:31][CH:30]=3)[C:15]=2[CH:21]=[CH:20]1, predict the reactants needed to synthesize it. The reactants are: [CH3:1][S:2]([NH2:5])(=[O:4])=[O:3].[H-].[Na+].CS([C:12]1[N:13]=[C:14]([C:29]2[CH:34]=[CH:33][CH:32]=[CH:31][CH:30]=2)[C:15]2[CH:21]=[CH:20][C:19](=[O:22])[N:18]([C:23]3[CH:28]=[CH:27][CH:26]=[CH:25][CH:24]=3)[C:16]=2[N:17]=1)(=O)=O.O. (3) Given the product [OH:62][CH2:32][C@@H:31]([NH:30][C:21]([C:18]1[CH:17]=[CH:16][C:15]([O:14][CH2:13][C:12]2[C:8]([C:5]3[CH:6]=[CH:7][C:2]([F:1])=[CH:3][CH:4]=3)=[N:9][O:10][C:11]=2[CH2:24][OH:25])=[CH:20][N:19]=1)=[O:22])[CH2:36][CH3:35], predict the reactants needed to synthesize it. The reactants are: [F:1][C:2]1[CH:7]=[CH:6][C:5]([C:8]2[C:12]([CH2:13][O:14][C:15]3[CH:16]=[CH:17][C:18]([C:21](O)=[O:22])=[N:19][CH:20]=3)=[C:11]([CH2:24][OH:25])[O:10][N:9]=2)=[CH:4][CH:3]=1.O.ON1[C:32]2C=C[CH:35]=[CH:36][C:31]=2[N:30]=N1.C(N(C(C)C)C(C)C)C.Cl.CN(C)CCCN=C=NCC.C[C@H]([OH:62])CN. (4) The reactants are: [CH3:1][O:2][C:3]1[CH:4]=[C:5]([NH:15][C:16](=[O:30])[C@H:17]([NH:22]C(=O)OC(C)(C)C)[CH2:18][CH:19]([CH3:21])[CH3:20])[CH:6]=[CH:7][C:8]=1[C:9]1[CH:14]=[CH:13][N:12]=[N:11][CH:10]=1.C(O)(C(F)(F)F)=O. Given the product [NH2:22][C@H:17]([CH2:18][CH:19]([CH3:21])[CH3:20])[C:16]([NH:15][C:5]1[CH:6]=[CH:7][C:8]([C:9]2[CH:14]=[CH:13][N:12]=[N:11][CH:10]=2)=[C:3]([O:2][CH3:1])[CH:4]=1)=[O:30], predict the reactants needed to synthesize it. (5) Given the product [OH:18][C:17]1[CH:16]=[C:15]([N:9]2[C:7]3=[N:8][C:3]([O:2][CH3:1])=[CH:4][CH:5]=[C:6]3[N:11]=[CH:10]2)[S:14][C:13]=1[C:19]([O:21][CH3:22])=[O:20], predict the reactants needed to synthesize it. The reactants are: [CH3:1][O:2][C:3]1[N:8]=[C:7]2[N:9]=[CH:10][NH:11][C:6]2=[CH:5][CH:4]=1.Cl[C:13]1([C:19]([O:21][CH3:22])=[O:20])[C:17](=[O:18])[CH:16]=[CH:15][S:14]1.CC1(C)CCCC(C)(C)N1. (6) Given the product [N+:21]([C:19]1[CH:18]=[CH:17][C:16]([C:24]([F:30])([F:29])[C:25]([F:26])([F:27])[F:28])=[C:15]([CH:20]=1)[O:14][CH2:13][C@@H:9]1[CH2:10][CH2:11][CH2:12][NH:8]1)([O-:23])=[O:22], predict the reactants needed to synthesize it. The reactants are: C(OC([N:8]1[CH2:12][CH2:11][CH2:10][C@H:9]1[CH2:13][O:14][C:15]1[CH:20]=[C:19]([N+:21]([O-:23])=[O:22])[CH:18]=[CH:17][C:16]=1[C:24]([F:30])([F:29])[C:25]([F:28])([F:27])[F:26])=O)(C)(C)C.C([O-])(O)=O.[Na+].[OH-].[Na+]. (7) Given the product [CH:14]([C:15]1([CH2:28][C:29]([O:30][CH3:31])=[O:24])[CH2:18][CH2:17][CH2:16]1)=[CH2:13], predict the reactants needed to synthesize it. The reactants are: C(NC(C)C)(C)C.C([Li])CCC.[CH3:13][CH2:14][CH2:15][CH2:16][CH2:17][CH3:18].Cl[Si](C)(C)C.[OH-:24].[Na+].Cl.C1[CH2:31][O:30][CH2:29][CH2:28]1. (8) Given the product [C:1]([O:4][C@@H:5]1[C@@H:18]([O:19][C:20](=[O:22])[CH3:21])[C@H:17]([O:23][C:24](=[O:26])[CH3:25])[CH2:16][S:15][C@H:6]1[O:7][C:8]1[CH:13]=[CH:12][CH:11]=[C:10]([C:29]2[CH:28]=[N:27][CH:32]=[CH:31][CH:30]=2)[CH:9]=1)(=[O:3])[CH3:2], predict the reactants needed to synthesize it. The reactants are: [C:1]([O:4][C@@H:5]1[C@@H:18]([O:19][C:20](=[O:22])[CH3:21])[C@H:17]([O:23][C:24](=[O:26])[CH3:25])[CH2:16][S:15][C@H:6]1[O:7][C:8]1[CH:13]=[CH:12][CH:11]=[C:10](I)[CH:9]=1)(=[O:3])[CH3:2].[N:27]1[CH:32]=[CH:31][CH:30]=[C:29](B(O)O)[CH:28]=1. (9) Given the product [CH2:9]([S:8][C:6]1[N:5]=[C:4]([N:16]([CH2:26][O:27][CH2:28][CH2:29][Si:30]([CH3:33])([CH3:32])[CH3:31])[S:17]([N:20]2[CH2:25][CH2:24][O:23][CH2:22][CH2:21]2)(=[O:19])=[O:18])[CH:3]=[C:2]([NH:34][C@H:35]([CH3:36])[CH2:37][OH:38])[N:7]=1)[C:10]1[CH:15]=[CH:14][CH:13]=[CH:12][CH:11]=1, predict the reactants needed to synthesize it. The reactants are: Cl[C:2]1[N:7]=[C:6]([S:8][CH2:9][C:10]2[CH:15]=[CH:14][CH:13]=[CH:12][CH:11]=2)[N:5]=[C:4]([N:16]([CH2:26][O:27][CH2:28][CH2:29][Si:30]([CH3:33])([CH3:32])[CH3:31])[S:17]([N:20]2[CH2:25][CH2:24][O:23][CH2:22][CH2:21]2)(=[O:19])=[O:18])[CH:3]=1.[NH2:34][C@@H:35]([CH2:37][OH:38])[CH3:36].